Dataset: Forward reaction prediction with 1.9M reactions from USPTO patents (1976-2016). Task: Predict the product of the given reaction. (1) The product is: [Br:1][C:2]1[CH:3]=[C:4]([CH:30]=[CH:31][CH:32]=1)[CH2:5][N:6]1[C:14]2[C:13](=[O:15])[N:12]([CH3:16])[C:11](=[O:17])[N:10]([CH3:18])[C:9]=2[N:8]=[C:7]1[CH2:19][C:20]([OH:22])=[O:21]. Given the reactants [Br:1][C:2]1[CH:3]=[C:4]([CH:30]=[CH:31][CH:32]=1)[CH2:5][N:6]1[C:14]2[C:13](=[O:15])[N:12]([CH3:16])[C:11](=[O:17])[N:10]([CH3:18])[C:9]=2[N:8]=[C:7]1[CH:19](C(OCC)=O)[C:20]([O:22]CC)=[O:21].[OH-].[Na+], predict the reaction product. (2) Given the reactants [C:1]([O:5][C:6]([NH:8][C@@H:9]([C:11]([OH:13])=O)[CH3:10])=[O:7])([CH3:4])([CH3:3])[CH3:2].O.ON1C2C=CC=CC=2N=N1.Cl.CN(C)CCCN=C=NCC.O[NH:38][C:39](=[NH:41])[CH3:40], predict the reaction product. The product is: [CH3:40][C:39]1[N:41]=[C:11]([C@H:9]([NH:8][C:6](=[O:7])[O:5][C:1]([CH3:2])([CH3:3])[CH3:4])[CH3:10])[O:13][N:38]=1. (3) Given the reactants [CH3:1][O:2][C:3]1[CH:18]=[C:17]([O:19][CH3:20])[CH:16]=[CH:15][C:4]=1[CH2:5][N:6]1[C:10](=[O:11])[CH2:9][CH:8]([C:12]([OH:14])=O)[CH2:7]1.[CH2:21]([C@@H:28]1[CH2:32][O:31][C:30](=[O:33])[NH:29]1)[C:22]1[CH:27]=[CH:26][CH:25]=[CH:24][CH:23]=1.CCN=C=NCCCN(C)C.Cl, predict the reaction product. The product is: [CH2:21]([C@@H:28]1[CH2:32][O:31][C:30](=[O:33])[N:29]1[C:12]([CH:8]1[CH2:9][C:10](=[O:11])[N:6]([CH2:5][C:4]2[CH:15]=[CH:16][C:17]([O:19][CH3:20])=[CH:18][C:3]=2[O:2][CH3:1])[CH2:7]1)=[O:14])[C:22]1[CH:23]=[CH:24][CH:25]=[CH:26][CH:27]=1. (4) Given the reactants CC1(C)[O:6][CH:5]([CH2:7][O:8][C:9]2[N:14]=[C:13]([CH2:15][N:16]3[C:24]4[C:19](=[C:20]([NH:25][C:26]([C:28]5[N:32]6[CH:33]=[CH:34][CH:35]=[CH:36][C:31]6=[N:30][CH:29]=5)=[O:27])[CH:21]=[CH:22][CH:23]=4)[C:18]([CH2:37][CH3:38])=[N:17]3)[CH:12]=[CH:11][CH:10]=2)[CH2:4][O:3]1.[ClH:40], predict the reaction product. The product is: [ClH:40].[ClH:40].[OH:6][CH:5]([CH2:4][OH:3])[CH2:7][O:8][C:9]1[N:14]=[C:13]([CH2:15][N:16]2[C:24]3[C:19](=[C:20]([NH:25][C:26]([C:28]4[N:32]5[CH:33]=[CH:34][CH:35]=[CH:36][C:31]5=[N:30][CH:29]=4)=[O:27])[CH:21]=[CH:22][CH:23]=3)[C:18]([CH2:37][CH3:38])=[N:17]2)[CH:12]=[CH:11][CH:10]=1. (5) Given the reactants [CH3:1][O:2][C:3]1[CH:4]=[C:5]2[C:10](=[CH:11][C:12]=1[O:13][CH3:14])[N:9]=[CH:8][CH:7]=[C:6]2[O:15][C:16]1[C:22]([CH3:23])=[CH:21][C:19]([NH2:20])=[C:18]([CH3:24])[CH:17]=1.Cl[C:26](Cl)([O:28][C:29](=[O:35])OC(Cl)(Cl)Cl)Cl.[CH:37]1(O)[CH2:42][CH2:41]C[CH2:39][CH2:38]1.C(=O)(O)[O-].[Na+], predict the reaction product. The product is: [CH3:1][O:2][C:3]1[CH:4]=[C:5]2[C:10](=[CH:11][C:12]=1[O:13][CH3:14])[N:9]=[CH:8][CH:7]=[C:6]2[O:15][C:16]1[C:22]([CH3:23])=[CH:21][C:19]([NH:20][C:29](=[O:35])[O:28][CH:26]2[CH2:41][CH2:42][CH2:37][CH2:38][CH2:39]2)=[C:18]([CH3:24])[CH:17]=1. (6) The product is: [C:1]([O:5][C:6]1[CH:20]=[CH:19][CH:18]=[CH:17][C:7]=1[CH2:8][N:9]([CH2:10][C:11]1[CH:16]=[CH:15][CH:14]=[CH:13][N:12]=1)[CH2:22][CH2:23][CH2:24][Cl:25])([CH3:4])([CH3:2])[CH3:3]. Given the reactants [C:1]([O:5][C:6]1[CH:20]=[CH:19][CH:18]=[CH:17][C:7]=1[CH2:8][NH:9][CH2:10][C:11]1[CH:16]=[CH:15][CH:14]=[CH:13][N:12]=1)([CH3:4])([CH3:3])[CH3:2].Br[CH2:22][CH2:23][CH2:24][Cl:25].C([O-])([O-])=O.[K+].[K+], predict the reaction product.